From a dataset of Forward reaction prediction with 1.9M reactions from USPTO patents (1976-2016). Predict the product of the given reaction. (1) Given the reactants [NH2:1][C@@H:2]1[CH2:7][CH2:6][C@H:5]([NH:8][C:9](=[O:18])[C:10]2[CH:15]=[CH:14][C:13]([F:16])=[C:12]([Cl:17])[CH:11]=2)[CH2:4][CH2:3]1.Cl[C:20]1[CH:25]=[C:24]([CH3:26])[C:23]([CH3:27])=[CH:22][N:21]=1, predict the reaction product. The product is: [ClH:17].[Cl:17][C:12]1[CH:11]=[C:10]([CH:15]=[CH:14][C:13]=1[F:16])[C:9]([NH:8][C@H:5]1[CH2:4][CH2:3][C@@H:2]([NH:1][C:20]2[CH:25]=[C:24]([CH3:26])[C:23]([CH3:27])=[CH:22][N:21]=2)[CH2:7][CH2:6]1)=[O:18]. (2) The product is: [C:30]([CH2:2][C:3]1([OH:1])[CH2:8][CH2:7][N:6]([C:9]2[CH:14]=[CH:13][C:12]([N:15]3[CH2:19][C@H:18]([CH2:20][NH:21][C:22](=[O:24])[CH3:23])[O:17][C:16]3=[O:25])=[CH:11][C:10]=2[F:26])[CH2:5][CH2:4]1)#[N:31]. Given the reactants [O:1]1[C:3]2([CH2:8][CH2:7][N:6]([C:9]3[CH:14]=[CH:13][C:12]([N:15]4[CH2:19][C@H:18]([CH2:20][NH:21][C:22](=[O:24])[CH3:23])[O:17][C:16]4=[O:25])=[CH:11][C:10]=3[F:26])[CH2:5][CH2:4]2)[CH2:2]1.[C-]#N.[K+].[CH3:30][N:31](C)C=O, predict the reaction product. (3) Given the reactants [C:1]1([CH:7]2[CH2:10][NH:9][CH2:8]2)[CH:6]=[CH:5][CH:4]=[CH:3][CH:2]=1.[C:11]1([CH2:17][CH2:18][C:19](Cl)=[O:20])[CH:16]=[CH:15][CH:14]=[CH:13][CH:12]=1.C(N(CC)CC)C, predict the reaction product. The product is: [C:11]1([CH2:17][CH2:18][C:19]([N:9]2[CH2:10][CH:7]([C:1]3[CH:6]=[CH:5][CH:4]=[CH:3][CH:2]=3)[CH2:8]2)=[O:20])[CH:16]=[CH:15][CH:14]=[CH:13][CH:12]=1.